From a dataset of NCI-60 drug combinations with 297,098 pairs across 59 cell lines. Regression. Given two drug SMILES strings and cell line genomic features, predict the synergy score measuring deviation from expected non-interaction effect. Drug 1: C1CCC(C1)C(CC#N)N2C=C(C=N2)C3=C4C=CNC4=NC=N3. Drug 2: CC1=C2C(C(=O)C3(C(CC4C(C3C(C(C2(C)C)(CC1OC(=O)C(C(C5=CC=CC=C5)NC(=O)OC(C)(C)C)O)O)OC(=O)C6=CC=CC=C6)(CO4)OC(=O)C)OC)C)OC. Cell line: ACHN. Synergy scores: CSS=49.1, Synergy_ZIP=3.60, Synergy_Bliss=5.69, Synergy_Loewe=-5.17, Synergy_HSA=5.92.